This data is from Reaction yield outcomes from USPTO patents with 853,638 reactions. The task is: Predict the reaction yield, written as a fraction of the theoretical maximum amount of product (1.0 means a 100% yield; for example, 0.34 means a 34% yield). (1) The product is [C:16]([O:20][C:21]([N:23]1[C:32]2[C:27](=[CH:28][CH:29]=[C:30]([CH2:33][CH2:34][O:35][C:36]3[CH:37]=[C:38]4[C:42](=[CH:43][CH:44]=3)[N:41]([C:6]([C:7]3[CH:12]=[CH:11][CH:10]=[C:9]([O:13][CH3:14])[CH:8]=3)=[CH:5][C:4]([O:3][CH2:1][CH3:2])=[O:15])[CH:40]=[CH:39]4)[N:31]=2)[CH2:26][CH2:25][CH2:24]1)=[O:22])([CH3:19])([CH3:17])[CH3:18]. No catalyst specified. The reactants are [CH2:1]([O:3][C:4](=[O:15])[C:5]#[C:6][C:7]1[CH:12]=[CH:11][CH:10]=[C:9]([O:13][CH3:14])[CH:8]=1)[CH3:2].[C:16]([O:20][C:21]([N:23]1[C:32]2[C:27](=[CH:28][CH:29]=[C:30]([CH2:33][CH2:34][O:35][C:36]3[CH:37]=[C:38]4[C:42](=[CH:43][CH:44]=3)[NH:41][CH:40]=[CH:39]4)[N:31]=2)[CH2:26][CH2:25][CH2:24]1)=[O:22])([CH3:19])([CH3:18])[CH3:17]. The yield is 0.900. (2) The yield is 0.820. The catalyst is C1COCC1. The product is [OH:39][C:35]1[CH:34]=[C:33]([NH:32][CH:2]=[C:3]2[C:11]3[C:6](=[CH:7][C:8]([C:12]([C:14]4[CH:15]=[C:16]([NH:20][C:21]([C:23]5[S:24][C:25]([C:28](=[O:30])[CH3:29])=[CH:26][CH:27]=5)=[O:22])[CH:17]=[CH:18][CH:19]=4)=[O:13])=[CH:9][CH:10]=3)[NH:5][C:4]2=[O:31])[CH:38]=[CH:37][CH:36]=1. The reactants are O[CH:2]=[C:3]1[C:11]2[C:6](=[CH:7][C:8]([C:12]([C:14]3[CH:15]=[C:16]([NH:20][C:21]([C:23]4[S:24][C:25]([C:28](=[O:30])[CH3:29])=[CH:26][CH:27]=4)=[O:22])[CH:17]=[CH:18][CH:19]=3)=[O:13])=[CH:9][CH:10]=2)[NH:5][C:4]1=[O:31].[NH2:32][C:33]1[CH:34]=[C:35]([OH:39])[CH:36]=[CH:37][CH:38]=1.